Dataset: HIV replication inhibition screening data with 41,000+ compounds from the AIDS Antiviral Screen. Task: Binary Classification. Given a drug SMILES string, predict its activity (active/inactive) in a high-throughput screening assay against a specified biological target. (1) The drug is Cc1cc(N(CCC#N)CCC#N)ccc1N=Nc1ccc([N+](=O)[O-])cc1. The result is 0 (inactive). (2) The drug is COc1cc(C=O)c(-c2cc(OC)c(OC)cc2C=O)cc1OC. The result is 0 (inactive). (3) The drug is CC(=NNC(=O)c1ccccc1O)C1=CNc2ccccc2S1. The result is 0 (inactive).